This data is from Forward reaction prediction with 1.9M reactions from USPTO patents (1976-2016). The task is: Predict the product of the given reaction. (1) Given the reactants [NH:1]1[C:9]2[C:4](=[CH:5][CH:6]=[CH:7][C:8]=2[C:10]#[N:11])[CH:3]=[CH:2]1.[H-].[Na+].Br[CH2:15][C:16]([O:18][CH2:19][CH3:20])=[O:17], predict the reaction product. The product is: [C:10]([C:8]1[CH:7]=[CH:6][CH:5]=[C:4]2[C:9]=1[N:1]([CH2:15][C:16]([O:18][CH2:19][CH3:20])=[O:17])[CH:2]=[CH:3]2)#[N:11]. (2) Given the reactants C([O:4][C@@H:5]1[C@@H:10]([O:11]C(=O)C)[C@@H:9]([CH2:15][O:16]C(=O)C)[O:8][C@H:7]([O:20][C:21]2[CH:26]=[CH:25][C:24](Br)=[CH:23][C:22]=2[CH3:28])[C@H:6]1CC([O-])=O)(=O)C.[CH3:33][NH:34][C:35]([C:37]1[CH:38]=[C:39](B2OC(C)(C)C(C)(C)O2)[CH:40]=[CH:41][CH:42]=1)=[O:36].C(=O)([O-])[O-:53].[Cs+].[Cs+], predict the reaction product. The product is: [CH3:33][NH:34][C:35](=[O:36])[C:37]1[CH:38]=[CH:39][CH:40]=[C:41]([C:24]2[CH:25]=[CH:26][C:21]([O:20][C@@H:7]3[C@@H:6]([OH:53])[C@@H:5]([OH:4])[C@H:10]([OH:11])[C@@H:9]([CH2:15][OH:16])[O:8]3)=[C:22]([CH3:28])[CH:23]=2)[CH:42]=1. (3) Given the reactants [O:1]=[C:2]1[N:10]([CH2:11][CH2:12][CH3:13])[C:9]2[NH:8][C:7]([C:14]34[CH2:21][CH2:20][C:17]([CH:22]=[N:23]O)([CH2:18][CH2:19]3)[CH2:16][CH2:15]4)=[N:6][C:5]=2[C:4](=[O:25])[N:3]1[CH2:26][CH2:27][CH3:28].O=P(Cl)(Cl)Cl.O, predict the reaction product. The product is: [O:1]=[C:2]1[N:10]([CH2:11][CH2:12][CH3:13])[C:9]2[NH:8][C:7]([C:14]34[CH2:19][CH2:18][C:17]([C:22]#[N:23])([CH2:20][CH2:21]3)[CH2:16][CH2:15]4)=[N:6][C:5]=2[C:4](=[O:25])[N:3]1[CH2:26][CH2:27][CH3:28]. (4) Given the reactants [C:1]([O:5][C:6]([NH:8][CH2:9][CH2:10][CH2:11][CH2:12][CH2:13][CH2:14][N:15]1[CH:19]=[C:18]([C:20]2[N:25]=[C:24]([C:26]([O-:28])=O)[CH:23]=[CH:22][CH:21]=2)[CH:17]=[N:16]1)=[O:7])([CH3:4])([CH3:3])[CH3:2].[Li+].ClP(N1CCOC1=O)(N1CCOC1=O)=O.C(N(C(C)C)C(C)C)C.[CH3:54][O:55][C:56]([C:58]1[C:62]([NH2:63])=[CH:61][N:60]([CH:64]2[CH2:69][CH2:68][O:67][CH2:66][CH2:65]2)[N:59]=1)=[O:57], predict the reaction product. The product is: [CH3:54][O:55][C:56]([C:58]1[C:62]([NH:63][C:26]([C:24]2[CH:23]=[CH:22][CH:21]=[C:20]([C:18]3[CH:17]=[N:16][N:15]([CH2:14][CH2:13][CH2:12][CH2:11][CH2:10][CH2:9][NH:8][C:6]([O:5][C:1]([CH3:2])([CH3:3])[CH3:4])=[O:7])[CH:19]=3)[N:25]=2)=[O:28])=[CH:61][N:60]([CH:64]2[CH2:69][CH2:68][O:67][CH2:66][CH2:65]2)[N:59]=1)=[O:57]. (5) Given the reactants [CH:1]1([C:6]2([CH2:14][CH2:15][C:16]3[CH:21]=[CH:20][C:19]([CH:22]([CH3:25])[C:23]#[N:24])=[C:18]([F:26])[CH:17]=3)[CH2:11][C:10](=[O:12])[CH2:9][C:8](=[O:13])[O:7]2)[CH2:5][CH2:4][CH2:3][CH2:2]1.C1(C2(CCC3C=CC(C4(C#N)CCC4)=C(F)C=3)CC(O)=C(CC3N=C4N=C(C)C=C(C)N4N=3)C(=O)O2)CCCC1.[CH3:67][C:68]1[CH:69]=[N:70][C:71]2[N:72]([N:74]=[C:75]([CH:77]=O)[N:76]=2)[CH:73]=1, predict the reaction product. The product is: [CH:1]1([C:6]2([CH2:14][CH2:15][C:16]3[CH:21]=[CH:20][C:19]([CH:22]([CH3:25])[C:23]#[N:24])=[C:18]([F:26])[CH:17]=3)[CH2:11][C:10]([OH:12])=[C:9]([CH2:77][C:75]3[N:76]=[C:71]4[N:70]=[CH:69][C:68]([CH3:67])=[CH:73][N:72]4[N:74]=3)[C:8](=[O:13])[O:7]2)[CH2:5][CH2:4][CH2:3][CH2:2]1. (6) Given the reactants C(OC([N:8]1[CH2:17][CH2:16][C:15]2[C:11](=[C:12](OS(C(F)(F)F)(=O)=O)[N:13]([CH2:18][CH3:19])[N:14]=2)[CH2:10][CH2:9]1)=O)(C)(C)C.[Cl:28][C:29]1[CH:34]=[CH:33][CH:32]=[CH:31][C:30]=1B(O)O, predict the reaction product. The product is: [Cl:28][C:29]1[CH:34]=[CH:33][CH:32]=[CH:31][C:30]=1[C:12]1[N:13]([CH2:18][CH3:19])[N:14]=[C:15]2[C:11]=1[CH2:10][CH2:9][NH:8][CH2:17][CH2:16]2.